This data is from Full USPTO retrosynthesis dataset with 1.9M reactions from patents (1976-2016). The task is: Predict the reactants needed to synthesize the given product. (1) Given the product [CH3:16][O:15][CH2:14][CH2:13][O:12][CH2:11][C:8]1[CH:9]=[CH:10][N:6]2[C:7]=1[C:2]([NH:38][C:34]1[CH:33]=[C:32]3[C:37](=[CH:36][CH:35]=1)[N:29]([CH2:28][C:23]1[CH:24]=[CH:25][CH:26]=[CH:27][N:22]=1)[N:30]=[CH:31]3)=[N:3][CH:4]=[N:5]2, predict the reactants needed to synthesize it. The reactants are: Cl[C:2]1[C:7]2=[C:8]([CH2:11][O:12][CH2:13][CH2:14][O:15][CH3:16])[CH:9]=[CH:10][N:6]2[N:5]=[CH:4][N:3]=1.C([O-])(O)=O.[Na+].[N:22]1[CH:27]=[CH:26][CH:25]=[CH:24][C:23]=1[CH2:28][N:29]1[C:37]2[C:32](=[CH:33][C:34]([NH2:38])=[CH:35][CH:36]=2)[CH:31]=[N:30]1.FC1C=C(C=CC=1)CN1C2C(=CC(N)=CC=2)C=N1.N1C=CC=CC=1CCl. (2) The reactants are: N#N.[Cl:3][C:4]1[N:9]=[C:8]([C:10]([O:12][CH2:13][CH3:14])=[O:11])[C:7]([N+:15]([O-])=O)=[C:6](Cl)[N:5]=1.[O-2].[Mg+2]. Given the product [NH2:15][C:7]1[C:8]([C:10]([O:12][CH2:13][CH3:14])=[O:11])=[N:9][C:4]([Cl:3])=[N:5][CH:6]=1, predict the reactants needed to synthesize it. (3) Given the product [Cl:19][C:17]1[CH:16]=[CH:15][C:14]2[N:8]([CH2:7][C:6]([CH3:49])([CH3:48])[CH2:5][OH:4])[C:9](=[O:47])[C@@H:10]([CH2:30][C:31]([NH:33][C:34]3[CH:39]=[CH:38][C:37]([O:40][CH2:41][C:42]([OH:44])=[O:43])=[CH:36][C:35]=3[F:46])=[O:32])[O:11][C@H:12]([C:20]3[CH:25]=[CH:24][CH:23]=[C:22]([O:26][CH3:27])[C:21]=3[O:28][CH3:29])[C:13]=2[CH:18]=1, predict the reactants needed to synthesize it. The reactants are: C([O:4][CH2:5][C:6]([CH3:49])([CH3:48])[CH2:7][N:8]1[C:14]2[CH:15]=[CH:16][C:17]([Cl:19])=[CH:18][C:13]=2[C@@H:12]([C:20]2[CH:25]=[CH:24][CH:23]=[C:22]([O:26][CH3:27])[C:21]=2[O:28][CH3:29])[O:11][C@H:10]([CH2:30][C:31]([NH:33][C:34]2[CH:39]=[CH:38][C:37]([O:40][CH2:41][C:42]([O:44]C)=[O:43])=[CH:36][C:35]=2[F:46])=[O:32])[C:9]1=[O:47])(=O)C.[OH-].[Na+].C(O)C. (4) Given the product [CH3:11][CH:12]([CH3:30])[CH2:13][CH2:14][NH:15][C:16]([C:18]1[N:19]=[N:20][C:21]([N:24]2[CH2:29][CH2:28][N:27]([C:4](=[O:5])[C:3]3[CH:7]=[CH:8][CH:9]=[CH:10][C:2]=3[Cl:1])[CH2:26][CH2:25]2)=[CH:22][CH:23]=1)=[O:17], predict the reactants needed to synthesize it. The reactants are: [Cl:1][C:2]1[CH:10]=[CH:9][CH:8]=[CH:7][C:3]=1[C:4](Cl)=[O:5].[CH3:11][CH:12]([CH3:30])[CH2:13][CH2:14][NH:15][C:16]([C:18]1[N:19]=[N:20][C:21]([N:24]2[CH2:29][CH2:28][NH:27][CH2:26][CH2:25]2)=[CH:22][CH:23]=1)=[O:17]. (5) Given the product [ClH:1].[Cl:1][C:2]1[CH:17]=[C:16]([NH:18][C:19]2[C:20]3[N:27]([CH3:28])[CH:26]=[CH:25][C:21]=3[N:22]=[CH:23][N:24]=2)[CH:15]=[CH:14][C:3]=1[O:4][C:5]1[CH:6]=[C:7]([CH:11]=[CH:12][CH:13]=1)[C:8]([NH:37][C:31]1([CH3:30])[CH2:36][CH2:35][CH2:34][CH2:33][CH2:32]1)=[O:9], predict the reactants needed to synthesize it. The reactants are: [Cl:1][C:2]1[CH:17]=[C:16]([NH:18][C:19]2[C:20]3[N:27]([CH3:28])[CH:26]=[CH:25][C:21]=3[N:22]=[CH:23][N:24]=2)[CH:15]=[CH:14][C:3]=1[O:4][C:5]1[CH:6]=[C:7]([CH:11]=[CH:12][CH:13]=1)[C:8](O)=[O:9].Cl.[CH3:30][C:31]1([NH2:37])[CH2:36][CH2:35][CH2:34][CH2:33][CH2:32]1.Cl.C(N=C=NCCCN(C)C)C.O.ON1C2C=CC=CC=2N=N1. (6) Given the product [N:8]1([CH2:14][CH2:15][O:16][C:17]2[CH:24]=[CH:23][C:20]([CH2:21][OH:22])=[CH:19][CH:18]=2)[CH2:9][CH2:10][O:11][CH2:12][CH2:13]1, predict the reactants needed to synthesize it. The reactants are: [Li+].[BH4-].C1COCC1.[N:8]1([CH2:14][CH2:15][O:16][C:17]2[CH:24]=[CH:23][C:20]([CH:21]=[O:22])=[CH:19][CH:18]=2)[CH2:13][CH2:12][O:11][CH2:10][CH2:9]1. (7) Given the product [NH2:34][C:26]([C:24]1[O:25][C:21]2[CH:20]=[CH:19][C:18]([C:15]3[N:14]=[C:13]([C:4]4[CH:5]=[CH:6][C:7]([C:8]5[CH:12]=[CH:11][S:10][CH:9]=5)=[C:2]([Cl:1])[CH:3]=4)[O:17][N:16]=3)=[CH:42][C:22]=2[CH:23]=1)([CH2:27][OH:28])[CH2:31][OH:30], predict the reactants needed to synthesize it. The reactants are: [Cl:1][C:2]1[CH:3]=[C:4]([C:13]2[O:17][N:16]=[C:15]([C:18]3[CH:19]=[CH:20][C:21]4[O:25][C:24]([C:26]5([NH:34]C(=O)OC(C)(C)C)[CH2:31][O:30]C(C)(C)[O:28][CH2:27]5)=[CH:23][C:22]=4[CH:42]=3)[N:14]=2)[CH:5]=[CH:6][C:7]=1[C:8]1[CH:12]=[CH:11][S:10][CH:9]=1.ClC1C=C(C2ON=C(C3C=CC4OC(C5(NC(=O)OC(C)(C)C)COC(C)(C)OC5)=CC=4C=3)N=2)C=CC=1OCCC. (8) Given the product [CH3:1][O:2][C:3]1[CH:4]=[C:5]([NH:11][C:12]2[C:13]3[N:42]=[CH:41][S:40][C:14]=3[N:15]=[C:16]([N:18]3[CH2:23][CH2:22][CH2:21][CH:20]([C:24]([NH:26][C:27]4[CH:28]=[CH:29][C:30]([C:31]([OH:33])=[O:32])=[CH:38][CH:39]=4)=[O:25])[CH2:19]3)[N:17]=2)[CH:6]=[CH:7][C:8]=1[O:9][CH3:10], predict the reactants needed to synthesize it. The reactants are: [CH3:1][O:2][C:3]1[CH:4]=[C:5]([NH:11][C:12]2[C:13]3[N:42]=[CH:41][S:40][C:14]=3[N:15]=[C:16]([N:18]3[CH2:23][CH2:22][CH2:21][CH:20]([C:24]([NH:26][C:27]4[CH:39]=[CH:38][C:30]([C:31]([O:33]C(C)(C)C)=[O:32])=[CH:29][CH:28]=4)=[O:25])[CH2:19]3)[N:17]=2)[CH:6]=[CH:7][C:8]=1[O:9][CH3:10].C(O)(C(F)(F)F)=O.